From a dataset of Forward reaction prediction with 1.9M reactions from USPTO patents (1976-2016). Predict the product of the given reaction. (1) Given the reactants [C:1]([C:4]1[C:9]([NH:10][C:11]([C:13]2[S:14][CH:15]=[C:16]([CH:18]([CH3:20])[CH3:19])[N:17]=2)=O)=[C:8]([F:21])[C:7]([O:22][CH3:23])=[CH:6][CH:5]=1)(=[O:3])[CH3:2].C(C1N=C(C2C=C(O)C3C(=CC(OC)=CC=3)N=2)SC=1)(C)C, predict the reaction product. The product is: [CH:18]([C:16]1[N:17]=[C:13]([C:11]2[CH:2]=[C:1]([OH:3])[C:4]3[C:9](=[C:8]([F:21])[C:7]([O:22][CH3:23])=[CH:6][CH:5]=3)[N:10]=2)[S:14][CH:15]=1)([CH3:20])[CH3:19]. (2) Given the reactants [NH2:1][C:2]1[N:7]=[C:6]([C:8]2[CH:15]=[CH:14][C:11]([C:12]#[N:13])=[C:10](F)[CH:9]=2)[CH:5]=[C:4]([N:17]2[CH2:22][CH2:21][O:20][CH:19]([C:23]3[NH:24][CH:25]=[C:26]([C:28]4[CH:33]=[CH:32][CH:31]=[CH:30][CH:29]=4)[N:27]=3)[CH2:18]2)[N:3]=1.[NH2:34][NH2:35], predict the reaction product. The product is: [NH2:1][C:2]1[N:7]=[C:6]([C:8]2[CH:15]=[C:14]3[C:11]([C:12]([NH2:13])=[N:34][NH:35]3)=[CH:10][CH:9]=2)[CH:5]=[C:4]([N:17]2[CH2:22][CH2:21][O:20][CH:19]([C:23]3[NH:24][CH:25]=[C:26]([C:28]4[CH:29]=[CH:30][CH:31]=[CH:32][CH:33]=4)[N:27]=3)[CH2:18]2)[N:3]=1.